This data is from Forward reaction prediction with 1.9M reactions from USPTO patents (1976-2016). The task is: Predict the product of the given reaction. (1) Given the reactants C[O:2][C:3](=[O:32])[CH2:4][O:5][C:6]1[CH:14]=[CH:13][C:12]([S:15][CH2:16][C:17]2[O:21][N:20]=[C:19]([C:22]3[CH:27]=[CH:26][C:25]([C:28]([F:31])([F:30])[F:29])=[CH:24][CH:23]=3)[CH:18]=2)=[C:11]2[C:7]=1[CH2:8][CH2:9][CH2:10]2.C(O)(C(F)(F)F)=O.[K+].[Br-], predict the reaction product. The product is: [F:31][C:28]([F:29])([F:30])[C:25]1[CH:26]=[CH:27][C:22]([C:19]2[CH:18]=[C:17]([CH2:16][S:15][C:12]3[CH:13]=[CH:14][C:6]([O:5][CH2:4][C:3]([OH:32])=[O:2])=[C:7]4[C:11]=3[CH2:10][CH2:9][CH2:8]4)[O:21][N:20]=2)=[CH:23][CH:24]=1. (2) Given the reactants Cl.[Cl:2][C:3]1[CH:4]=[C:5]([NH:9][C:10]2[C:15]([NH:16][NH2:17])=[N:14][C:13]3=[N:18][O:19][N:20]=[C:12]3[N:11]=2)[CH:6]=[CH:7][CH:8]=1.[C:21]1([C:27]2[O:31][C:30]([CH:32]=O)=[CH:29][CH:28]=2)[CH:26]=[CH:25][CH:24]=[CH:23][CH:22]=1, predict the reaction product. The product is: [Cl:2][C:3]1[CH:4]=[C:5]([NH:9][C:10]2[C:15]([NH:16][N:17]=[CH:32][C:30]3[O:31][C:27]([C:21]4[CH:22]=[CH:23][CH:24]=[CH:25][CH:26]=4)=[CH:28][CH:29]=3)=[N:14][C:13]3=[N:18][O:19][N:20]=[C:12]3[N:11]=2)[CH:6]=[CH:7][CH:8]=1. (3) Given the reactants [C:1]1(=O)[CH2:8][CH2:7][CH2:6][CH2:5][CH2:4][CH2:3][CH2:2]1.[C-]#N.[K+].[C:13](=[O:16])([O-])[O-].[NH4+:17].[NH4+:18].[CH2:19]([OH:21])C, predict the reaction product. The product is: [NH:17]1[C:1]2([CH2:8][CH2:7][CH2:6][CH2:5][CH2:4][CH2:3][CH2:2]2)[C:19](=[O:21])[NH:18][C:13]1=[O:16]. (4) Given the reactants [CH:1]([C:4]1[CH:5]=[CH:6][C:7]([CH3:11])=[C:8]([OH:10])[CH:9]=1)([CH3:3])[CH3:2].[S-:12][C:13]#[N:14].[Na+].[Br-].[Na+].BrBr, predict the reaction product. The product is: [CH:1]([C:4]1[C:5]([S:12][C:13]#[N:14])=[CH:6][C:7]([CH3:11])=[C:8]([OH:10])[CH:9]=1)([CH3:3])[CH3:2].